Dataset: Reaction yield outcomes from USPTO patents with 853,638 reactions. Task: Predict the reaction yield, written as a fraction of the theoretical maximum amount of product (1.0 means a 100% yield; for example, 0.34 means a 34% yield). (1) The reactants are [NH2:1][C:2]1[CH:10]=[CH:9][CH:8]=[C:7]2[C:3]=1[C:4](=[O:20])[N:5]([CH:12]1[CH2:17][CH2:16][C:15](=[O:18])[NH:14][C:13]1=[O:19])[C:6]2=[O:11].Cl[C:22]([C:24]([O:26][CH3:27])=[O:25])=[O:23]. The catalyst is C1COCC1. The product is [O:19]=[C:13]1[CH:12]([N:5]2[C:4](=[O:20])[C:3]3[C:7](=[CH:8][CH:9]=[CH:10][C:2]=3[NH:1][C:22]([C:24]([O:26][CH3:27])=[O:25])=[O:23])[C:6]2=[O:11])[CH2:17][CH2:16][C:15](=[O:18])[NH:14]1. The yield is 0.760. (2) The reactants are [OH:1][CH:2]1[CH2:7][CH2:6][NH:5][CH2:4][CH2:3]1.Cl[CH2:9][C:10]1[CH:15]=[C:14]([C:16]([NH:18][C:19]2[S:20][C:21]([C:29]3[CH:34]=[CH:33][N:32]=[CH:31][CH:30]=3)=[C:22]([C:24]3[O:25][CH:26]=[CH:27][CH:28]=3)[N:23]=2)=[O:17])[CH:13]=[CH:12][N:11]=1. No catalyst specified. The product is [O:25]1[CH:26]=[CH:27][CH:28]=[C:24]1[C:22]1[N:23]=[C:19]([NH:18][C:16]([C:14]2[CH:13]=[CH:12][N:11]=[C:10]([CH2:9][N:5]3[CH2:6][CH2:7][CH:2]([OH:1])[CH2:3][CH2:4]3)[CH:15]=2)=[O:17])[S:20][C:21]=1[C:29]1[CH:30]=[CH:31][N:32]=[CH:33][CH:34]=1. The yield is 0.530. (3) The reactants are [C:1]([O:5][C:6](=[O:35])[NH:7][C:8]1([C:12]2[CH:17]=[CH:16][C:15]([C:18]3[C:19]([C:29]4[CH:34]=[CH:33][CH:32]=[CH:31][CH:30]=4)=[CH:20][C:21]4[NH:26][C:25](=[O:27])[CH2:24][O:23][C:22]=4[N:28]=3)=[CH:14][CH:13]=2)[CH2:11][CH2:10][CH2:9]1)([CH3:4])([CH3:3])[CH3:2].C(=O)([O-])[O-].[K+].[K+].Cl[CH2:43][C:44]1([CH3:48])[CH2:47][O:46][CH2:45]1.C([O-])(O)=O.[Na+]. The catalyst is CN(C=O)C. The product is [C:1]([O:5][C:6](=[O:35])[NH:7][C:8]1([C:12]2[CH:13]=[CH:14][C:15]([C:18]3[C:19]([C:29]4[CH:30]=[CH:31][CH:32]=[CH:33][CH:34]=4)=[CH:20][C:21]4[N:26]([CH2:43][C:44]5([CH3:48])[CH2:47][O:46][CH2:45]5)[C:25](=[O:27])[CH2:24][O:23][C:22]=4[N:28]=3)=[CH:16][CH:17]=2)[CH2:11][CH2:10][CH2:9]1)([CH3:4])([CH3:2])[CH3:3]. The yield is 0.360. (4) The reactants are [F:1][C:2]1[CH:7]=[CH:6][C:5]([C:8](=O)[CH:9]([NH:15][C:16](=O)[C:17]([F:20])([F:19])[F:18])[C:10]([O:12][CH2:13][CH3:14])=[O:11])=[CH:4][CH:3]=1.COC1C=CC(P2(SP(C3C=CC(OC)=CC=3)(=S)S2)=[S:32])=CC=1. The catalyst is C1COCC1. The product is [F:1][C:2]1[CH:7]=[CH:6][C:5]([C:8]2[S:32][C:16]([C:17]([F:20])([F:19])[F:18])=[N:15][C:9]=2[C:10]([O:12][CH2:13][CH3:14])=[O:11])=[CH:4][CH:3]=1. The yield is 0.640. (5) The reactants are [Br:1][C:2]1[C:3]([N:22]2[CH2:27][CH2:26][CH2:25][C@@H:24]([NH:28][CH2:29][CH2:30][O:31][Si](C(C)(C)C)(C)C)[CH2:23]2)=[C:4]2[C:10]([NH:11][C:12](=[O:21])[C:13]3[CH:18]=[CH:17][C:16]([F:19])=[C:15]([Cl:20])[CH:14]=3)=[CH:9][NH:8][C:5]2=[N:6][CH:7]=1.CCCC[N+](CCCC)(CCCC)CCCC.[F-].Cl. The catalyst is C1COCC1.C(Cl)Cl.CCOCC. The product is [ClH:20].[Br:1][C:2]1[C:3]([N:22]2[CH2:27][CH2:26][CH2:25][C@@H:24]([NH:28][CH2:29][CH2:30][OH:31])[CH2:23]2)=[C:4]2[C:10]([NH:11][C:12](=[O:21])[C:13]3[CH:18]=[CH:17][C:16]([F:19])=[C:15]([Cl:20])[CH:14]=3)=[CH:9][NH:8][C:5]2=[N:6][CH:7]=1. The yield is 0.540. (6) The reactants are [O:1]1CCO[CH:2]1[CH2:6][N:7]1[CH:11]=[C:10]([C:12]2[S:20][C:19]3[C:14](=[N:15][CH:16]=[CH:17][C:18]=3[O:21][C:22]3[CH:27]=[CH:26][C:25]([N+:28]([O-:30])=[O:29])=[CH:24][C:23]=3[F:31])[CH:13]=2)[CH:9]=[N:8]1.Cl. The catalyst is C1COCC1. The product is [F:31][C:23]1[CH:24]=[C:25]([N+:28]([O-:30])=[O:29])[CH:26]=[CH:27][C:22]=1[O:21][C:18]1[CH:17]=[CH:16][N:15]=[C:14]2[CH:13]=[C:12]([C:10]3[CH:9]=[N:8][N:7]([CH2:6][CH:2]=[O:1])[CH:11]=3)[S:20][C:19]=12. The yield is 1.00. (7) The reactants are [CH2:1]1[CH:6]2[CH2:7][C:8]3([NH2:11])[CH2:10][CH:4]([CH2:5]2)[CH2:3][CH:2]1[CH2:9]3.[C:12]([C:16]1[O:20][N:19]=[C:18]([CH2:21]Cl)[N:17]=1)([CH3:15])([CH3:14])[CH3:13]. No catalyst specified. The product is [C:12]([C:16]1[O:20][N:19]=[C:18]([CH2:21][NH:11][C:8]23[CH2:10][CH:4]4[CH2:5][CH:6]([CH2:1][CH:2]([CH2:3]4)[CH2:9]2)[CH2:7]3)[N:17]=1)([CH3:15])([CH3:14])[CH3:13]. The yield is 0.790. (8) The reactants are [Na].[C:2]([NH:5][NH2:6])([NH2:4])=[NH:3].Cl.[C:8]1([N:14]=[C:15]=[O:16])[CH:13]=[CH:12][CH:11]=[CH:10][CH:9]=1.[CH3:17][C:18]([CH3:20])=O. No catalyst specified. The product is [NH:14]([C:15]([NH:3][C:2]([NH:5][N:6]=[C:18]([CH3:20])[CH3:17])=[NH:4])=[O:16])[C:8]1[CH:13]=[CH:12][CH:11]=[CH:10][CH:9]=1. The yield is 0.700. (9) The reactants are [O-]P([O-])([O-])=O.[K+].[K+].[K+].[NH:9]1[CH2:14][CH2:13][O:12][CH2:11][CH2:10]1.I[C:16]1[CH:21]=[CH:20][CH:19]=[CH:18][CH:17]=1.C(O)CO. The catalyst is [Cu]I.CCCCCC.C(OCC)(=O)C.CC(O)C. The product is [C:16]1([N:9]2[CH2:14][CH2:13][O:12][CH2:11][CH2:10]2)[CH:21]=[CH:20][CH:19]=[CH:18][CH:17]=1. The yield is 0.760. (10) The reactants are [N:1]12[CH2:8][CH2:7][C:4]([C:9]([C:17]3[CH:22]=[CH:21][CH:20]=[CH:19][CH:18]=3)([C:11]3[CH:16]=[CH:15][CH:14]=[CH:13][CH:12]=3)[OH:10])([CH2:5][CH2:6]1)[CH2:3][CH2:2]2.[CH3:23][O:24][CH2:25][CH2:26][Br:27]. The catalyst is CC#N. The product is [Br-:27].[OH:10][C:9]([C:17]1[CH:22]=[CH:21][CH:20]=[CH:19][CH:18]=1)([C:11]1[CH:12]=[CH:13][CH:14]=[CH:15][CH:16]=1)[C:4]12[CH2:5][CH2:6][N+:1]([CH2:26][CH2:25][O:24][CH3:23])([CH2:2][CH2:3]1)[CH2:8][CH2:7]2. The yield is 0.428.